From a dataset of Forward reaction prediction with 1.9M reactions from USPTO patents (1976-2016). Predict the product of the given reaction. Given the reactants O=[C:2]([C:8]1[CH:13]=[CH:12][C:11]([C:14]2[CH:19]=[CH:18][C:17]([C:20]([F:23])([F:22])[F:21])=[CH:16][CH:15]=2)=[CH:10][CH:9]=1)[CH2:3][CH2:4][C:5]([OH:7])=[O:6].Cl.[NH2:25][OH:26].C(=O)([O-])[O-].[Na+].[Na+], predict the reaction product. The product is: [OH:26][N:25]=[C:2]([C:8]1[CH:13]=[CH:12][C:11]([C:14]2[CH:19]=[CH:18][C:17]([C:20]([F:23])([F:22])[F:21])=[CH:16][CH:15]=2)=[CH:10][CH:9]=1)[CH2:3][CH2:4][C:5]([OH:7])=[O:6].